From a dataset of NCI-60 drug combinations with 297,098 pairs across 59 cell lines. Regression. Given two drug SMILES strings and cell line genomic features, predict the synergy score measuring deviation from expected non-interaction effect. Drug 1: C1=NC2=C(N1)C(=S)N=C(N2)N. Drug 2: C(CCl)NC(=O)N(CCCl)N=O. Cell line: ACHN. Synergy scores: CSS=48.6, Synergy_ZIP=-1.84, Synergy_Bliss=-1.34, Synergy_Loewe=-27.8, Synergy_HSA=-2.32.